From a dataset of Peptide-MHC class I binding affinity with 185,985 pairs from IEDB/IMGT. Regression. Given a peptide amino acid sequence and an MHC pseudo amino acid sequence, predict their binding affinity value. This is MHC class I binding data. (1) The peptide sequence is YQILQPIL. The MHC is Mamu-B03 with pseudo-sequence Mamu-B03. The binding affinity (normalized) is 0.0809. (2) The peptide sequence is YTFEPHYFY. The MHC is HLA-B83:01 with pseudo-sequence HLA-B83:01. The binding affinity (normalized) is 0.213. (3) The peptide sequence is SAFDERRNKYL. The MHC is HLA-A68:02 with pseudo-sequence HLA-A68:02. The binding affinity (normalized) is 0.117. (4) The peptide sequence is ANRLTTLQR. The MHC is HLA-B40:01 with pseudo-sequence HLA-B40:01. The binding affinity (normalized) is 0.0847. (5) The peptide sequence is GMFNMLSTV. The MHC is HLA-B07:02 with pseudo-sequence HLA-B07:02. The binding affinity (normalized) is 0.0847. (6) The peptide sequence is RVACRDVEV. The MHC is HLA-A26:01 with pseudo-sequence HLA-A26:01. The binding affinity (normalized) is 0.0847. (7) The peptide sequence is GLKSKTHAV. The MHC is HLA-A02:02 with pseudo-sequence HLA-A02:02. The binding affinity (normalized) is 0.752. (8) The peptide sequence is ILLILSCIFA. The MHC is HLA-A02:06 with pseudo-sequence HLA-A02:06. The binding affinity (normalized) is 0.427.